From a dataset of Reaction yield outcomes from USPTO patents with 853,638 reactions. Predict the reaction yield, written as a fraction of the theoretical maximum amount of product (1.0 means a 100% yield; for example, 0.34 means a 34% yield). (1) The reactants are [N:1]([CH2:4][C:5]1[CH:10]=[CH:9][CH:8]=[C:7]([O:11][CH2:12][C:13]([F:16])([F:15])[F:14])[N:6]=1)=[N+]=[N-]. The catalyst is CO.[Pd]. The product is [F:16][C:13]([F:14])([F:15])[CH2:12][O:11][C:7]1[N:6]=[C:5]([CH2:4][NH2:1])[CH:10]=[CH:9][CH:8]=1. The yield is 0.680. (2) The reactants are C([O:3][C:4](=O)[CH2:5][N:6]([CH2:16][C:17]1[C:18]([NH2:24])=[N:19][CH:20]=[C:21]([Br:23])[CH:22]=1)[CH2:7][C:8]1[CH:13]=[CH:12][C:11]([O:14][CH3:15])=[CH:10][CH:9]=1)C.[H-].[Na+]. The catalyst is CS(C)=O.O. The product is [Br:23][C:21]1[CH:20]=[N:19][C:18]2[NH:24][C:4](=[O:3])[CH2:5][N:6]([CH2:7][C:8]3[CH:13]=[CH:12][C:11]([O:14][CH3:15])=[CH:10][CH:9]=3)[CH2:16][C:17]=2[CH:22]=1. The yield is 0.620.